From a dataset of Catalyst prediction with 721,799 reactions and 888 catalyst types from USPTO. Predict which catalyst facilitates the given reaction. Reactant: Cl.[CH2:2]([NH:4][CH2:5][CH3:6])[CH3:3].[C:7]1(=O)[CH2:11][CH2:10][CH2:9][CH2:8]1.[C-]#N.[K+].[CH3:16][N:17](C)C1(C#N)CCCC1. Product: [CH2:2]([N:4]([CH2:5][CH3:6])[C:7]1([C:16]#[N:17])[CH2:11][CH2:10][CH2:9][CH2:8]1)[CH3:3]. The catalyst class is: 6.